From a dataset of Full USPTO retrosynthesis dataset with 1.9M reactions from patents (1976-2016). Predict the reactants needed to synthesize the given product. (1) Given the product [CH3:10][C:11]1[S:12][C:13]([C:2]2[CH:7]=[CH:6][N:5]=[C:4]([S:8][CH3:9])[N:3]=2)=[C:14]([CH3:16])[N:15]=1, predict the reactants needed to synthesize it. The reactants are: I[C:2]1[CH:7]=[CH:6][N:5]=[C:4]([S:8][CH3:9])[N:3]=1.[CH3:10][C:11]1[S:12][C:13](B2OC(C)(C)C(C)(C)O2)=[C:14]([CH3:16])[N:15]=1.C([O-])([O-])=O.[Na+].[Na+].C1(P(C2C=CC=CC=2)C2C=CC=CC=2)C=CC=CC=1. (2) Given the product [CH2:23]([O:22][P:21]([CH:15]1[C:14](=[O:20])[N:13]2[C@@H:8]([C:5]3[CH:6]=[CH:7][C:2]([F:1])=[CH:3][CH:4]=3)[CH2:9][CH2:10][CH2:11][C@H:12]2[CH2:18][CH2:17][CH2:16]1)(=[O:28])[O:25][CH2:26][CH3:27])[CH3:24], predict the reactants needed to synthesize it. The reactants are: [F:1][C:2]1[CH:7]=[CH:6][C:5]([C@@H:8]2[N:13]3[C:14](=[O:20])[CH:15](I)[CH2:16][CH2:17][CH2:18][C@@H:12]3[CH2:11][CH2:10][CH2:9]2)=[CH:4][CH:3]=1.[P:21]([O:28]CC)([O:25][CH2:26][CH3:27])[O:22][CH2:23][CH3:24].